Dataset: Forward reaction prediction with 1.9M reactions from USPTO patents (1976-2016). Task: Predict the product of the given reaction. (1) Given the reactants [CH2:1]([C@H:8]([NH:23]C(=O)C1C=CC(F)=C(Br)C=1)[C@@H:9]([OH:22])[CH2:10][C@H:11]([C:13](=[O:21])NCCC(C)(C)C)[CH3:12])[C:2]1[CH:7]=[CH:6][CH:5]=[CH:4][CH:3]=1.[F:34][C:35]1[C:43]([N:44]2[CH2:48][CH2:47][CH2:46][C:45]2=[O:49])=[CH:42][C:41]([N:50]2[CH2:54][CH2:53][CH2:52][C:51]2=[O:55])=[CH:40][C:36]=1[C:37](O)=[O:38].N[C@H]([C@H]1OC(=O)[C@H](C)C1)CC1C=CC=CC=1, predict the reaction product. The product is: [F:34][C:35]1[C:43]([N:44]2[CH2:48][CH2:47][CH2:46][C:45]2=[O:49])=[CH:42][C:41]([N:50]2[CH2:54][CH2:53][CH2:52][C:51]2=[O:55])=[CH:40][C:36]=1[C:37]([NH:23][C@H:8]([C@@H:9]1[CH2:10][C@@H:11]([CH3:12])[C:13](=[O:21])[O:22]1)[CH2:1][C:2]1[CH:7]=[CH:6][CH:5]=[CH:4][CH:3]=1)=[O:38]. (2) Given the reactants Cl.[NH2:2][CH2:3][C:4]1[CH:12]=[CH:11][CH:10]=[C:9]2[C:5]=1[C:6](=[O:22])[N:7]([CH:14]1[CH2:19][CH2:18][C:17](=[O:20])[NH:16][C:15]1=[O:21])[C:8]2=[O:13].N12CCCN=C1CCCCC2.[O:34]1[C:38]2[CH:39]=[CH:40][CH:41]=[CH:42][C:37]=2[CH:36]=[C:35]1[C:43](O)=[O:44].Cl.CN(C)CCCN=C=NCC, predict the reaction product. The product is: [O:21]=[C:15]1[CH:14]([N:7]2[C:6](=[O:22])[C:5]3[C:9](=[CH:10][CH:11]=[CH:12][C:4]=3[CH2:3][NH:2][C:43]([C:35]3[O:34][C:38]4[CH:39]=[CH:40][CH:41]=[CH:42][C:37]=4[CH:36]=3)=[O:44])[C:8]2=[O:13])[CH2:19][CH2:18][C:17](=[O:20])[NH:16]1. (3) Given the reactants [F:1][C:2]1[CH:7]=[CH:6][C:5]([C:8]([C:10]2[CH:11]=[CH:12][N:13]3[C:18]=2[CH:17]=[CH:16][CH:15]=[CH:14]3)=O)=[CH:4][CH:3]=1.B.C1COCC1, predict the reaction product. The product is: [F:1][C:2]1[CH:7]=[CH:6][C:5]([CH2:8][C:10]2[CH:11]=[CH:12][N:13]3[C:18]=2[CH:17]=[CH:16][CH:15]=[CH:14]3)=[CH:4][CH:3]=1. (4) The product is: [C:1]([O:4][CH2:5][C@H:6]([N:8]1[CH:17]=[CH:16][C:15]2[C:10](=[CH:11][CH:12]=[C:13]([CH3:19])[C:14]=2[NH:18][C:33](=[O:34])[CH2:32][C:24]2[CH:25]=[CH:26][C:27]([C:28]([F:29])([F:30])[F:31])=[C:22]([F:21])[CH:23]=2)[C:9]1=[O:20])[CH3:7])(=[O:3])[CH3:2]. Given the reactants [C:1]([O:4][CH2:5][C@H:6]([N:8]1[CH:17]=[CH:16][C:15]2[C:10](=[CH:11][CH:12]=[C:13]([CH3:19])[C:14]=2[NH2:18])[C:9]1=[O:20])[CH3:7])(=[O:3])[CH3:2].[F:21][C:22]1[CH:23]=[C:24]([CH2:32][C:33](O)=[O:34])[CH:25]=[CH:26][C:27]=1[C:28]([F:31])([F:30])[F:29].F[P-](F)(F)(F)(F)F.C[N+](C)=C(N(C)C)ON1C2N=CC=CC=2N=N1.C(N(CC)C(C)C)(C)C.CN(C)C=O, predict the reaction product. (5) Given the reactants C1([C:7]2[C:15]3[C:10](=[CH:11][C:12](C(NS(N(C)C)(=O)=O)=O)=[CH:13][CH:14]=3)[N:9]3[CH:25](O)[C:26]4[C:31]([C:8]=23)=[CH:30][CH:29]=[C:28](OC)[CH:27]=4)CCCCC1.COP([C:41](=[CH2:46])[C:42](OC)=O)(OC)=O.[C:47](=[O:50])([O-])[O-:48].[Cs+].[Cs+].Cl, predict the reaction product. The product is: [CH3:42][C:41]1[C:46]2[C:8]3=[CH:7][C:15]4[CH:14]=[CH:13][CH:12]=[CH:11][C:10]=4[N:9]3[CH2:25][C:26]([C:47]([OH:48])=[O:50])=[CH:27][C:28]=2[CH:29]=[CH:30][CH:31]=1.